Dataset: Full USPTO retrosynthesis dataset with 1.9M reactions from patents (1976-2016). Task: Predict the reactants needed to synthesize the given product. (1) Given the product [CH2:29]([N:36]1[C:44]([CH3:45])=[C:43]2[C:38]([CH:39]=[C:40]([C:8]3[CH:9]=[C:10]([CH:11]4[O:16][CH2:15][CH:14]5[CH2:17][NH:18][CH2:19][CH2:20][N:13]5[CH2:12]4)[N:6]4[C:7]=3[C:2]([NH2:1])=[N:3][CH:4]=[N:5]4)[CH:41]=[CH:42]2)=[N:37]1)[C:30]1[CH:35]=[CH:34][CH:33]=[CH:32][CH:31]=1, predict the reactants needed to synthesize it. The reactants are: [NH2:1][C:2]1[C:7]2=[C:8](Br)[CH:9]=[C:10]([CH:11]3[O:16][CH2:15][CH:14]4[CH2:17][N:18](C(OC(C)(C)C)=O)[CH2:19][CH2:20][N:13]4[CH2:12]3)[N:6]2[N:5]=[CH:4][N:3]=1.[CH2:29]([N:36]1[C:44]([CH3:45])=[C:43]2[C:38]([CH:39]=[C:40](B3OC(C)(C)C(C)(C)O3)[CH:41]=[CH:42]2)=[N:37]1)[C:30]1[CH:35]=[CH:34][CH:33]=[CH:32][CH:31]=1.C([O-])([O-])=O.[K+].[K+].O. (2) Given the product [F:1][C:2]1[CH:7]=[CH:6][C:5]([C:8]2[C:19](=[O:20])[N:18]([CH3:21])[C:11]3[N:12]=[C:13]([NH:34][C@@H:35]([CH3:36])[CH2:37][OH:38])[N:14]=[CH:15][C:10]=3[CH:9]=2)=[CH:4][C:3]=1[NH:22][C:23]([NH:25][C:26]1[O:30][N:29]=[C:28]([CH:31]([CH3:33])[CH3:32])[CH:27]=1)=[O:24], predict the reactants needed to synthesize it. The reactants are: [F:1][C:2]1[CH:7]=[CH:6][C:5]([C:8]2[C:19](=[O:20])[N:18]([CH3:21])[C:11]3[N:12]=[C:13](SC)[N:14]=[CH:15][C:10]=3[CH:9]=2)=[CH:4][C:3]=1[NH:22][C:23]([NH:25][C:26]1[O:30][N:29]=[C:28]([CH:31]([CH3:33])[CH3:32])[CH:27]=1)=[O:24].[NH2:34][C@H:35]([CH2:37][OH:38])[CH3:36]. (3) Given the product [CH:31]1([NH:34][C:2]2[CH:10]=[CH:9][C:8]3[N:7](/[CH:11]=[C:12](/[C:14]4[CH:19]=[CH:18][N:17]=[CH:16][CH:15]=4)\[CH3:13])[C:6]4[CH2:20][CH2:21][N:22]([CH3:24])[CH2:23][C:5]=4[C:4]=3[CH:3]=2)[CH2:33][CH2:32]1, predict the reactants needed to synthesize it. The reactants are: Cl[C:2]1[CH:10]=[CH:9][C:8]2[N:7]([CH:11]=[C:12]([C:14]3[CH:19]=[CH:18][N:17]=[CH:16][CH:15]=3)[CH3:13])[C:6]3[CH2:20][CH2:21][N:22]([CH3:24])[CH2:23][C:5]=3[C:4]=2[CH:3]=1.CC(C)([O-])C.[Na+].[CH:31]1([NH2:34])[CH2:33][CH2:32]1. (4) Given the product [Cl:1][C:2]1[C:3]([CH3:26])=[C:4]([CH:20]2[CH2:24][C:23](=[O:25])[N:22]([CH3:29])[CH2:21]2)[C:5]([O:18][CH3:19])=[C:6]([CH:8]([NH:10][C:11](=[O:17])[O:12][C:13]([CH3:16])([CH3:14])[CH3:15])[CH3:9])[CH:7]=1, predict the reactants needed to synthesize it. The reactants are: [Cl:1][C:2]1[C:3]([CH3:26])=[C:4]([CH:20]2[CH2:24][C:23](=[O:25])[NH:22][CH2:21]2)[C:5]([O:18][CH3:19])=[C:6]([CH:8]([NH:10][C:11](=[O:17])[O:12][C:13]([CH3:16])([CH3:15])[CH3:14])[CH3:9])[CH:7]=1.[H-].[Na+].[CH3:29]I.